Dataset: Reaction yield outcomes from USPTO patents with 853,638 reactions. Task: Predict the reaction yield, written as a fraction of the theoretical maximum amount of product (1.0 means a 100% yield; for example, 0.34 means a 34% yield). (1) The reactants are C([C@@H]([O-])[C@@H](C(O)=O)[O-])(O)=O.[F:11][C:12]1[CH:17]=[CH:16][C:15]([NH:18][C@H:19]([C:31]2[CH:36]=[CH:35][CH:34]=[CH:33][CH:32]=2)[C:20]([O:22][C@@H:23]2[CH:28]3[CH2:29][CH2:30][N:25]([CH2:26][CH2:27]3)[CH2:24]2)=[O:21])=[CH:14][CH:13]=1. The catalyst is CCOC(C)=O. The product is [F:11][C:12]1[CH:17]=[CH:16][C:15]([NH:18][C@H:19]([C:31]2[CH:32]=[CH:33][CH:34]=[CH:35][CH:36]=2)[C:20]([O:22][C@@H:23]2[CH:28]3[CH2:29][CH2:30][N:25]([CH2:26][CH2:27]3)[CH2:24]2)=[O:21])=[CH:14][CH:13]=1. The yield is 0.450. (2) The yield is 0.630. The reactants are [CH2:1]([N:8]=[C:9]=[O:10])[C:2]1[CH:7]=[CH:6][CH:5]=[CH:4][CH:3]=1.[C:11]1([C:17]2([CH2:27][C:28]([CH3:31])([CH3:30])[CH3:29])[C:21]3[CH2:22][NH:23][CH2:24][CH2:25][C:20]=3[C:19](=[O:26])[O:18]2)[CH:16]=[CH:15][CH:14]=[CH:13][CH:12]=1. The product is [CH2:1]([NH:8][C:9]([N:23]1[CH2:24][CH2:25][C:20]2[C:19](=[O:26])[O:18][C:17]([CH2:27][C:28]([CH3:30])([CH3:29])[CH3:31])([C:11]3[CH:16]=[CH:15][CH:14]=[CH:13][CH:12]=3)[C:21]=2[CH2:22]1)=[O:10])[C:2]1[CH:7]=[CH:6][CH:5]=[CH:4][CH:3]=1. The catalyst is ClCCl. (3) The reactants are [CH3:1][O:2][C:3]([C@@H:5]([N:13]1[CH2:21][C:17]2[CH:18]=[CH:19][S:20][C:16]=2[CH2:15][CH2:14]1)[C:6]1[CH:7]=[CH:8][CH:9]=[CH:10][C:11]=1[Cl:12])=[O:4].[S:22](=[O:26])(=[O:25])([OH:24])[OH:23]. The catalyst is CC(C)=O. The product is [CH3:1][O:2][C:3]([C@@H:5]([N:13]1[CH2:21][C:17]2[CH:18]=[CH:19][S:20][C:16]=2[CH2:15][CH2:14]1)[C:6]1[C:11]([Cl:12])=[CH:10][CH:9]=[CH:8][CH:7]=1)=[O:4].[OH:25][S:22]([OH:26])(=[O:24])=[O:23]. The yield is 0.820. (4) The reactants are [C:1]([O:5][C:6](=[O:41])[C@@H:7]([NH:20][C:21](=[O:40])[NH:22][C@@H:23]([CH2:31][CH2:32][C:33]([O:35][C:36]([CH3:39])([CH3:38])[CH3:37])=[O:34])[C:24]([O:26][C:27]([CH3:30])([CH3:29])[CH3:28])=[O:25])[CH2:8][CH2:9][C:10](ON1C(=O)CCC1=O)=[O:11])([CH3:4])([CH3:3])[CH3:2].[NH2:42][C@@H:43]([CH2:47][CH2:48][CH2:49][CH2:50][N:51]([CH2:66][C:67]1[N:68]([CH2:72][C:73]([O:75][C:76]([CH3:79])([CH3:78])[CH3:77])=[O:74])[CH:69]=[CH:70][N:71]=1)[CH2:52][C:53]1[N:54]([CH2:58][C:59](=[O:65])[O:60][C:61]([CH3:64])([CH3:63])[CH3:62])[CH:55]=[CH:56][N:57]=1)[C:44]([OH:46])=[O:45].CCN(C(C)C)C(C)C. The catalyst is CN(C=O)C. The product is [C:61]([O:60][C:59](=[O:65])[CH2:58][N:54]1[CH:55]=[CH:56][N:57]=[C:53]1[CH2:52][N:51]([CH2:66][C:67]1[N:68]([CH2:72][C:73](=[O:74])[O:75][C:76]([CH3:79])([CH3:78])[CH3:77])[CH:69]=[CH:70][N:71]=1)[CH2:50][CH2:49][CH2:48][CH2:47][C@H:43]([NH:42][C:10](=[O:11])[CH2:9][CH2:8][C@@H:7]([C:6]([O:5][C:1]([CH3:4])([CH3:3])[CH3:2])=[O:41])[NH:20][C:21](=[O:40])[NH:22][C@H:23]([C:24]([O:26][C:27]([CH3:28])([CH3:29])[CH3:30])=[O:25])[CH2:31][CH2:32][C:33](=[O:34])[O:35][C:36]([CH3:39])([CH3:38])[CH3:37])[C:44]([OH:46])=[O:45])([CH3:62])([CH3:64])[CH3:63]. The yield is 0.860. (5) The reactants are CC1(C)[O:6][C@@H:5]([CH2:7][O:8][C:9]2[CH:14]=[CH:13][C:12]([N:15]3[C:19]([CH3:21])([CH3:20])[C:18](=[O:22])[N:17]([C:23]4[CH:30]=[CH:29][C:26]([C:27]#[N:28])=[C:25]([C:31]([F:34])([F:33])[F:32])[CH:24]=4)[C:16]3=[S:35])=[CH:11][CH:10]=2)[CH2:4][O:3]1.O. The catalyst is C(O)(=O)C. The product is [OH:6][C@H:5]([CH2:4][OH:3])[CH2:7][O:8][C:9]1[CH:14]=[CH:13][C:12]([N:15]2[C:19]([CH3:21])([CH3:20])[C:18](=[O:22])[N:17]([C:23]3[CH:30]=[CH:29][C:26]([C:27]#[N:28])=[C:25]([C:31]([F:34])([F:32])[F:33])[CH:24]=3)[C:16]2=[S:35])=[CH:11][CH:10]=1. The yield is 0.573. (6) The reactants are C[O-].[Na+].[N:4]([C@@H:7]1[C@@H:12]([OH:13])[C@H:11]([O:14][CH2:15][C:16]2[CH:25]=[CH:24][C:23]3[C:18](=[CH:19][CH:20]=[CH:21][CH:22]=3)[CH:17]=2)[C@@H:10]([CH2:26][O:27][C:28]([CH3:31])([CH3:30])[CH3:29])[O:9][C@@:8]1([SiH:58]([C:65]1[CH:70]=[CH:69][CH:68]=[CH:67][CH:66]=1)[C:59]1[CH:64]=[CH:63][CH:62]=[CH:61][CH:60]=1)[O:32][C@@H:33]1[C@@H:38]2[CH2:39][O:40][C@@H:36]([O:37]2)[C@H:35]([O:41]C(=O)C2C=CC=CC=2)[C@H:34]1[O:50][CH2:51][C:52]1[CH:57]=[CH:56][CH:55]=[CH:54][CH:53]=1)=[N+:5]=[N-:6]. The catalyst is CO. The product is [N:4]([C@@H:7]1[C@@H:12]([OH:13])[C@H:11]([O:14][CH2:15][C:16]2[CH:25]=[CH:24][C:23]3[C:18](=[CH:19][CH:20]=[CH:21][CH:22]=3)[CH:17]=2)[C@@H:10]([CH2:26][O:27][C:28]([CH3:29])([CH3:30])[CH3:31])[O:9][C@@:8]1([SiH:58]([C:65]1[CH:70]=[CH:69][CH:68]=[CH:67][CH:66]=1)[C:59]1[CH:64]=[CH:63][CH:62]=[CH:61][CH:60]=1)[O:32][C@@H:33]1[C@@H:38]2[CH2:39][O:40][C@@H:36]([O:37]2)[C@H:35]([OH:41])[C@H:34]1[O:50][CH2:51][C:52]1[CH:53]=[CH:54][CH:55]=[CH:56][CH:57]=1)=[N+:5]=[N-:6]. The yield is 0.920. (7) The yield is 0.660. The catalyst is C1C=CC(/C=C/C(/C=C/C2C=CC=CC=2)=O)=CC=1.C1C=CC(/C=C/C(/C=C/C2C=CC=CC=2)=O)=CC=1.C1C=CC(/C=C/C(/C=C/C2C=CC=CC=2)=O)=CC=1.[Pd].[Pd].C1(P(C2C=CC=CC=2)[C-]2C=CC=C2)C=CC=CC=1.[C-]1(P(C2C=CC=CC=2)C2C=CC=CC=2)C=CC=C1.[Fe+2].[Zn].[C-]#N.[Zn+2].[C-]#N. The product is [Cl:1][C:2]1[CH:3]=[C:4]([N:9]2[CH2:14][CH2:13][O:12][CH2:11][CH2:10]2)[N:5]=[C:6]([C:16]#[N:18])[N:7]=1. The reactants are [Cl:1][C:2]1[N:7]=[C:6](I)[N:5]=[C:4]([N:9]2[CH2:14][CH2:13][O:12][CH2:11][CH2:10]2)[CH:3]=1.C[C:16]([N:18](C)C)=O.